Dataset: Peptide-MHC class I binding affinity with 185,985 pairs from IEDB/IMGT. Task: Regression. Given a peptide amino acid sequence and an MHC pseudo amino acid sequence, predict their binding affinity value. This is MHC class I binding data. The peptide sequence is NVPERQLILR. The MHC is HLA-A68:01 with pseudo-sequence HLA-A68:01. The binding affinity (normalized) is 1.00.